This data is from TCR-epitope binding with 47,182 pairs between 192 epitopes and 23,139 TCRs. The task is: Binary Classification. Given a T-cell receptor sequence (or CDR3 region) and an epitope sequence, predict whether binding occurs between them. (1) The epitope is SEISMDNSPNL. The TCR CDR3 sequence is CASSATGATEAFF. Result: 0 (the TCR does not bind to the epitope). (2) The epitope is TAFTIPSI. The TCR CDR3 sequence is CASSLAGFGNTIYF. Result: 0 (the TCR does not bind to the epitope). (3) The epitope is ARMILMTHF. The TCR CDR3 sequence is CASSLDIAGELTDTQYF. Result: 0 (the TCR does not bind to the epitope). (4) The epitope is SFHSLHLLF. The TCR CDR3 sequence is CASSKGIREGPNRAGANVLTF. Result: 0 (the TCR does not bind to the epitope). (5) The epitope is FIAGLIAIV. The TCR CDR3 sequence is CASSYDRDEQYF. Result: 0 (the TCR does not bind to the epitope).